This data is from Experimentally validated miRNA-target interactions with 360,000+ pairs, plus equal number of negative samples. The task is: Binary Classification. Given a miRNA mature sequence and a target amino acid sequence, predict their likelihood of interaction. (1) The miRNA is hsa-miR-340-3p with sequence UCCGUCUCAGUUACUUUAUAGC. The protein sequence of the target gene is MKPKMKYSTNKISTAKWKNTASKALCFKLGKSQQKAKEVCPMYFMKLRSGLMIKKEACYFRRETTKRPSLKTGRKHKRHLVLAACQQQSTVECFAFGISGVQKYTRALHDSSITGISPITEYLASLSTYNDQSITFALEDESYEIYVEDLKKDEKKDKVLLSYYESQHPSNESGDGVDGKMLMVTLSPTKDFWLHANNKEHSVELHKCEKPLPDQAFFVLHNMHSNCVSFECKTDPGVFIGVKDNHLALIKVDSSENLCTENILFKLSET. Result: 0 (no interaction). (2) The miRNA is hsa-miR-6807-5p with sequence GUGAGCCAGUGGAAUGGAGAGG. The protein sequence of the target gene is MVKLFIGNLPREATEQEIRSLFEQYGKVLECDIIKNYGFVHIEDKTAAEDAIRNLHHYKLHGVNINVEASKNKSKASTKLHVGNISPTCTNQELRAKFEEYGPVIECDIVKDYAFVHMERAEDAVEAIRGLDNTEFQGKRMHVQLSTSRLRTAPGMGDQSGCYRCGKEGHWSKECPVDRTGRVADFTEQYNEQYGAVRTPYTMGYGESMYYNDAYGALDYYKRYRVRSYEAVAAAAAASAYNYAEQTMSHLPQVQSTTVTSHLNSTSVDPYDRHLLPNSGAAATSAAMAAAAATTSSYYG.... Result: 1 (interaction). (3) The miRNA is hsa-miR-1827 with sequence UGAGGCAGUAGAUUGAAU. The protein sequence of the target gene is MEAPDYEVLSVREQLFHERIRECIISTLLFATLYILCHIFLTRFKKPAEFTTVDDEDATVNKIALELCTFTLAIALGAVLLLPFSIISNEVLLSLPRNYYIQWLNGSLIHGLWNLVFLFSNLSLIFLMPFAYFFTESEGFAGSRKGVLGRVYETVVMLMLLTLLVLGMVWVASAIVDKNKANRESLYDFWEYYLPYLYSCISFLGVLLLLVCTPLGLARMFSVTGKLLVKPRLLEDLEEQLYCSAFEEAALTRRICNPTSCWLPLDMELLHRQVLALQTQRVLLEKRRKASAWQRNLGYP.... Result: 1 (interaction). (4) The protein sequence of the target gene is MNSAEQTVTWLITLGVLESPKKTISDPEGFLQASLKDGVVLCRLLERLLPGTIEKVYPEPRSESECLSNIREFLRGCGASLRLELLFPPSQPPQHLVTTILLSASTFDANDLYQGQNFNKVLSSLVTLNKVTADIGLGSDSVCARPSSHRIKSFDSLGSQSLHTRTSKLFQGQYRSLDMTDNSNNQLVVRAKFNFQQTNEDELSFSKGDVIHVTRVEEGGWWEGTLNGRTGWFPSNYVREVKASEKPVSPKSGTLKSPPKGFDTTAINKSYYNVVLQNILETENEYSKELQTVLSTYLRP.... Result: 0 (no interaction). The miRNA is mmu-miR-463-5p with sequence UACCUAAUUUGUUGUCCAUCAU. (5) The miRNA is hsa-miR-128-3p with sequence UCACAGUGAACCGGUCUCUUU. The protein sequence of the target gene is MNFNVWNIKEMLSIPSGSGNKKSSNWNNNQNDYSSLSDSQFLFGSQFCPENSETLSAPLDFGAHLRHSKQSQQNYLEGEPSIFTKYQTKPQLFGGDIKDGGLFPPPLSVGKSKGLLEQFEEKKKRAKDKCDSETLYNFVSNVRESILRLQTSVEKSEDHLSSRSQSILDSLETVAKTLQETIQAQNDLVFEAVQDKGNMEQAILEMKKRFEARQGEFIEMKSNLKHLEVLVAQQSQEFQQLCEQLGQLNVPSVLAELKRLISVPPVKDSASQTSPPLAQSLNLTRQEKYTSEKPVLWQAQ.... Result: 1 (interaction).